From a dataset of Peptide-MHC class II binding affinity with 134,281 pairs from IEDB. Regression. Given a peptide amino acid sequence and an MHC pseudo amino acid sequence, predict their binding affinity value. This is MHC class II binding data. (1) The peptide sequence is YDFFLANVSTVLTGK. The MHC is DRB1_0101 with pseudo-sequence DRB1_0101. The binding affinity (normalized) is 0.872. (2) The peptide sequence is PEKPDSVTPMILKAQK. The MHC is HLA-DPA10201-DPB11401 with pseudo-sequence HLA-DPA10201-DPB11401. The binding affinity (normalized) is 0.450. (3) The peptide sequence is DVKFPGGHQIVGGVY. The MHC is HLA-DQA10501-DQB10301 with pseudo-sequence HLA-DQA10501-DQB10301. The binding affinity (normalized) is 0.520. (4) The peptide sequence is IQKCLLVVGLSFEHY. The MHC is DRB1_0101 with pseudo-sequence DRB1_0101. The binding affinity (normalized) is 0.0817. (5) The binding affinity (normalized) is 0.225. The peptide sequence is TNDNNLYKLHGGHVS. The MHC is DRB3_0101 with pseudo-sequence DRB3_0101. (6) The peptide sequence is ELQVIEKVDAAFKVA. The MHC is HLA-DPA10201-DPB11401 with pseudo-sequence HLA-DPA10201-DPB11401. The binding affinity (normalized) is 0.485. (7) The peptide sequence is AAHSAAFEDLRVSSY. The MHC is DRB3_0101 with pseudo-sequence DRB3_0101. The binding affinity (normalized) is 0.217. (8) The peptide sequence is EAMDTISVFLHSEEG. The MHC is DRB1_0801 with pseudo-sequence DRB1_0801. The binding affinity (normalized) is 0.483.